This data is from Peptide-MHC class II binding affinity with 134,281 pairs from IEDB. The task is: Regression. Given a peptide amino acid sequence and an MHC pseudo amino acid sequence, predict their binding affinity value. This is MHC class II binding data. (1) The binding affinity (normalized) is 0. The MHC is HLA-DPA10103-DPB10301 with pseudo-sequence HLA-DPA10103-DPB10301. The peptide sequence is PCKGDSVTIKLDGNL. (2) The peptide sequence is YKFIPSLEAAVKQAY. The MHC is DRB1_0101 with pseudo-sequence DRB1_0101. The binding affinity (normalized) is 0.973. (3) The peptide sequence is TLWQRPLVTIKIGGQLMEAL. The MHC is DRB1_0901 with pseudo-sequence DRB1_0901. The binding affinity (normalized) is 0.381. (4) The peptide sequence is AITAMSEAQKAAKPA. The MHC is DRB3_0202 with pseudo-sequence DRB3_0202. The binding affinity (normalized) is 0.240. (5) The peptide sequence is FDPYGATISATPESA. The MHC is DRB1_0901 with pseudo-sequence DRB1_0901. The binding affinity (normalized) is 0.953. (6) The peptide sequence is AFCLDGDNLFPKV. The MHC is DRB3_0101 with pseudo-sequence DRB3_0101. The binding affinity (normalized) is 0.700. (7) The peptide sequence is NKAGVRIYVDIVLNH. The MHC is DRB3_0202 with pseudo-sequence DRB3_0202. The binding affinity (normalized) is 0.221. (8) The peptide sequence is VLAALFAGAWCVPKV. The MHC is DRB1_0901 with pseudo-sequence DRB1_0901. The binding affinity (normalized) is 0.733.